From a dataset of Reaction yield outcomes from USPTO patents with 853,638 reactions. Predict the reaction yield, written as a fraction of the theoretical maximum amount of product (1.0 means a 100% yield; for example, 0.34 means a 34% yield). (1) The reactants are [CH3:1][S:2]([C:5]1[CH:33]=[CH:32][C:8]([O:9][C:10]2[C:11]([NH:23][C:24]3[CH:31]=[CH:30][C:27]([C:28]#[N:29])=[CH:26][N:25]=3)=[N:12][CH:13]=[C:14]([S:16][C:17]3[CH:22]=[CH:21][CH:20]=[CH:19][N:18]=3)[CH:15]=2)=[CH:7][CH:6]=1)(=[O:4])=[O:3].C([Sn]([N:47]=[N+:48]=[N-:49])(CCCC)CCCC)CCC. The catalyst is C1(C)C=CC=CC=1. The product is [CH3:1][S:2]([C:5]1[CH:6]=[CH:7][C:8]([O:9][C:10]2[C:11]([NH:23][C:24]3[CH:31]=[CH:30][C:27]([C:28]4[NH:49][N:48]=[N:47][N:29]=4)=[CH:26][N:25]=3)=[N:12][CH:13]=[C:14]([S:16][C:17]3[CH:22]=[CH:21][CH:20]=[CH:19][N:18]=3)[CH:15]=2)=[CH:32][CH:33]=1)(=[O:4])=[O:3]. The yield is 0.350. (2) The reactants are [H-].[Na+].[SH:3][C:4]1[NH:8][C:7]2[C:9]([CH3:14])=[CH:10][C:11]([Cl:13])=[CH:12][C:6]=2[N:5]=1.[N+]([C:18]1[O:22][C:21]([CH:23]=[O:24])=[CH:20][CH:19]=1)([O-])=O. The catalyst is O1CCCC1. The product is [Cl:13][C:11]1[CH:10]=[C:9]([CH3:14])[C:7]2[NH:8][C:4]([S:3][C:18]3[O:22][C:21]([CH:23]=[O:24])=[CH:20][CH:19]=3)=[N:5][C:6]=2[CH:12]=1. The yield is 0.650. (3) The reactants are O.NN.[CH3:4][O:5][C:6]1[CH:7]=[C:8](/[CH:16]=[CH:17]/[CH:18]=[CH:19]/[C:20]([N:22]2[CH2:27][CH2:26][N:25]([C:28](=[O:45])/[CH:29]=[CH:30]/[CH:31]=[CH:32]/[C:33]3[CH:38]=[C:37]([O:39][CH3:40])[C:36]([O:41][CH3:42])=[C:35]([O:43][CH3:44])[CH:34]=3)[CH2:24][CH:23]2[CH2:46][N:47]2C(=O)C3=CC=CC=C3C2=O)=[O:21])[CH:9]=[C:10]([O:14][CH3:15])[C:11]=1[O:12][CH3:13]. The catalyst is CO. The product is [NH2:47][CH2:46][CH:23]1[CH2:24][N:25]([C:28](=[O:45])/[CH:29]=[CH:30]/[CH:31]=[CH:32]/[C:33]2[CH:38]=[C:37]([O:39][CH3:40])[C:36]([O:41][CH3:42])=[C:35]([O:43][CH3:44])[CH:34]=2)[CH2:26][CH2:27][N:22]1[C:20](=[O:21])/[CH:19]=[CH:18]/[CH:17]=[CH:16]/[C:8]1[CH:7]=[C:6]([O:5][CH3:4])[C:11]([O:12][CH3:13])=[C:10]([O:14][CH3:15])[CH:9]=1. The yield is 0.650. (4) The reactants are [I:1][C:2]1[CH:3]=[C:4]([C:8]2[N:9]=[N:10][NH:11][N:12]=2)[CH:5]=[CH:6][CH:7]=1.C(N(CC)CC)C.Br[CH2:21][CH2:22][CH2:23][OH:24]. The catalyst is CC#N. The product is [I:1][C:2]1[CH:3]=[C:4]([C:8]2[N:9]=[N:10][N:11]([CH2:21][CH2:22][CH2:23][OH:24])[N:12]=2)[CH:5]=[CH:6][CH:7]=1. The yield is 0.700. (5) The reactants are [NH2:1][C:2]1[CH:7]=[CH:6][CH:5]=[CH:4][C:3]=1[NH:8][C:9](=O)[CH2:10][CH2:11][C:12]1[C:13]([O:30][CH3:31])=[C:14]2[C:18](=[C:19]([F:21])[CH:20]=1)[N:17]([CH2:22][CH3:23])[CH:16]=[C:15]2[CH2:24][C:25]([N:27]([CH3:29])[CH3:28])=[O:26].O.C([O-])(O)=O.[Na+]. The catalyst is C(O)(=O)C. The product is [NH:8]1[C:3]2[CH:4]=[CH:5][CH:6]=[CH:7][C:2]=2[N:1]=[C:9]1[CH2:10][CH2:11][C:12]1[C:13]([O:30][CH3:31])=[C:14]2[C:18](=[C:19]([F:21])[CH:20]=1)[N:17]([CH2:22][CH3:23])[CH:16]=[C:15]2[CH2:24][C:25]([N:27]([CH3:29])[CH3:28])=[O:26]. The yield is 0.680.